Dataset: NCI-60 drug combinations with 297,098 pairs across 59 cell lines. Task: Regression. Given two drug SMILES strings and cell line genomic features, predict the synergy score measuring deviation from expected non-interaction effect. (1) Drug 1: C1=CC(=CC=C1C#N)C(C2=CC=C(C=C2)C#N)N3C=NC=N3. Drug 2: CCC1(CC2CC(C3=C(CCN(C2)C1)C4=CC=CC=C4N3)(C5=C(C=C6C(=C5)C78CCN9C7C(C=CC9)(C(C(C8N6C)(C(=O)OC)O)OC(=O)C)CC)OC)C(=O)OC)O.OS(=O)(=O)O. Cell line: CCRF-CEM. Synergy scores: CSS=-5.16, Synergy_ZIP=5.94, Synergy_Bliss=3.74, Synergy_Loewe=-7.10, Synergy_HSA=-6.51. (2) Drug 1: C1CN1P(=S)(N2CC2)N3CC3. Drug 2: CNC(=O)C1=NC=CC(=C1)OC2=CC=C(C=C2)NC(=O)NC3=CC(=C(C=C3)Cl)C(F)(F)F. Cell line: HT29. Synergy scores: CSS=5.22, Synergy_ZIP=-1.91, Synergy_Bliss=-1.77, Synergy_Loewe=-6.41, Synergy_HSA=-3.51. (3) Drug 1: CC1OCC2C(O1)C(C(C(O2)OC3C4COC(=O)C4C(C5=CC6=C(C=C35)OCO6)C7=CC(=C(C(=C7)OC)O)OC)O)O. Drug 2: B(C(CC(C)C)NC(=O)C(CC1=CC=CC=C1)NC(=O)C2=NC=CN=C2)(O)O. Cell line: SR. Synergy scores: CSS=31.8, Synergy_ZIP=-3.65, Synergy_Bliss=-8.49, Synergy_Loewe=-10.6, Synergy_HSA=-5.49. (4) Drug 1: CC1OCC2C(O1)C(C(C(O2)OC3C4COC(=O)C4C(C5=CC6=C(C=C35)OCO6)C7=CC(=C(C(=C7)OC)O)OC)O)O. Drug 2: C1CN(P(=O)(OC1)NCCCl)CCCl. Cell line: CCRF-CEM. Synergy scores: CSS=47.8, Synergy_ZIP=-0.931, Synergy_Bliss=-2.66, Synergy_Loewe=-41.4, Synergy_HSA=-1.78. (5) Drug 1: C1=CC(=CC=C1CCC2=CNC3=C2C(=O)NC(=N3)N)C(=O)NC(CCC(=O)O)C(=O)O. Drug 2: C1C(C(OC1N2C=NC3=C(N=C(N=C32)Cl)N)CO)O. Cell line: 786-0. Synergy scores: CSS=16.3, Synergy_ZIP=-2.37, Synergy_Bliss=-3.50, Synergy_Loewe=-5.94, Synergy_HSA=-2.00. (6) Drug 1: C1C(C(OC1N2C=NC3=C(N=C(N=C32)Cl)N)CO)O. Drug 2: CC1CCC2CC(C(=CC=CC=CC(CC(C(=O)C(C(C(=CC(C(=O)CC(OC(=O)C3CCCCN3C(=O)C(=O)C1(O2)O)C(C)CC4CCC(C(C4)OC)OCCO)C)C)O)OC)C)C)C)OC. Cell line: NCIH23. Synergy scores: CSS=33.2, Synergy_ZIP=0.975, Synergy_Bliss=5.25, Synergy_Loewe=-10.0, Synergy_HSA=0.909. (7) Drug 1: C1=CC(=CC=C1CC(C(=O)O)N)N(CCCl)CCCl.Cl. Drug 2: C1=NC2=C(N=C(N=C2N1C3C(C(C(O3)CO)O)O)F)N. Cell line: U251. Synergy scores: CSS=23.8, Synergy_ZIP=-6.38, Synergy_Bliss=-0.562, Synergy_Loewe=-8.94, Synergy_HSA=-1.33. (8) Drug 1: CN(C(=O)NC(C=O)C(C(C(CO)O)O)O)N=O. Cell line: NCI-H226. Synergy scores: CSS=61.0, Synergy_ZIP=-5.00, Synergy_Bliss=-5.80, Synergy_Loewe=-4.95, Synergy_HSA=-2.43. Drug 2: C(CCl)NC(=O)N(CCCl)N=O. (9) Drug 1: C1CN1P(=S)(N2CC2)N3CC3. Drug 2: C(CCl)NC(=O)N(CCCl)N=O. Cell line: SNB-19. Synergy scores: CSS=14.4, Synergy_ZIP=-6.24, Synergy_Bliss=-7.71, Synergy_Loewe=-11.5, Synergy_HSA=-5.83.